This data is from Catalyst prediction with 721,799 reactions and 888 catalyst types from USPTO. The task is: Predict which catalyst facilitates the given reaction. (1) Reactant: Cl.CO.C[O:5][C:6]([CH3:8])=[O:7].[Cl:9][C:10]1[C:11]([N:18]2[CH2:23][CH2:22][CH:21]([O:24][C:25]3[CH:30]=[CH:29][C:28]([N:31]4[CH:35](CC#N)[CH:34]([CH2:39][CH3:40])[C:33]([C:41]([F:44])([F:43])[F:42])=[N:32]4)=[CH:27][CH:26]=3)[CH:20]([CH3:45])[CH2:19]2)=[CH:12][C:13]([O:16][CH3:17])=[N:14][CH:15]=1.[Li+].[OH-].I. Product: [Cl:9][C:10]1[C:11]([N:18]2[CH2:23][CH2:22][CH:21]([O:24][C:25]3[CH:30]=[CH:29][C:28]([N:31]4[CH:35]([CH2:8][C:6]([OH:5])=[O:7])[CH:34]([CH2:39][CH3:40])[C:33]([C:41]([F:44])([F:42])[F:43])=[N:32]4)=[CH:27][CH:26]=3)[CH:20]([CH3:45])[CH2:19]2)=[CH:12][C:13]([O:16][CH3:17])=[N:14][CH:15]=1. The catalyst class is: 47. (2) Reactant: [C:1]1([C:7]2[N:8]=[C:9]([NH2:13])[S:10][C:11]=2[CH3:12])[CH2:6][CH2:5][CH2:4][CH2:3][CH:2]=1.Cl. Product: [CH:1]1([C:7]2[N:8]=[C:9]([NH2:13])[S:10][C:11]=2[CH3:12])[CH2:2][CH2:3][CH2:4][CH2:5][CH2:6]1. The catalyst class is: 19. (3) Reactant: [CH:1]1([C:7]([OH:10])([CH3:9])C)[CH2:6][CH2:5][CH2:4][CH2:3][CH2:2]1.[CH:11]1([Mg]Cl)[CH2:16][CH2:15]CCC1.[CH:19]1(C(O)C)CCCCC1.C1OC1C.C(OC(=O)C)(=O)C.[C:39]([O:43][C:44](=O)CC)(=[O:42])[CH2:40][CH3:41]. Product: [C:39]([O:43][CH2:44][C:16]([O:10][CH:7]([CH:1]1[CH2:2][CH2:3][CH2:4][CH2:5][CH2:6]1)[CH2:9][CH3:19])([CH3:15])[CH3:11])(=[O:42])[CH2:40][CH3:41]. The catalyst class is: 21. (4) Reactant: [C:1]([O:5][C:6](=[O:18])[CH2:7][CH2:8][C:9]1[CH:14]=[CH:13][C:12]([OH:15])=[CH:11][C:10]=1[CH2:16][NH2:17])([CH3:4])([CH3:3])[CH3:2].[CH:19]([N:22]=[C:23]=[O:24])([CH3:21])[CH3:20]. Product: [C:1]([O:5][C:6](=[O:18])[CH2:7][CH2:8][C:9]1[CH:14]=[CH:13][C:12]([OH:15])=[CH:11][C:10]=1[CH2:16][NH:17][C:23]([NH:22][CH:19]([CH3:21])[CH3:20])=[O:24])([CH3:4])([CH3:2])[CH3:3]. The catalyst class is: 34. (5) Reactant: [CH3:1]/[C:2](=[CH:11]\[N:12]1[CH2:17][CH2:16][CH2:15]CC1)/[C:3]([NH:5][C:6](=[O:10])OCC)=[S:4].Cl.[C:19]([C:23]1[N:28]=[C:27]([N:29]2[CH2:34][CH2:33][N:32](CCCN)[CH2:31][CH2:30]2)[CH:26]=[C:25]([C:39]([F:42])([F:41])[F:40])[N:24]=1)([CH3:22])([CH3:21])[CH3:20].CN1CCOCC1. Product: [C:19]([C:23]1[N:28]=[C:27]([N:29]2[CH2:30][CH2:31][N:32]([CH2:15][CH2:16][CH2:17][N:12]3[CH:11]=[C:2]([CH3:1])[C:3]([SH:4])=[N:5][C:6]3=[O:10])[CH2:33][CH2:34]2)[CH:26]=[C:25]([C:39]([F:40])([F:41])[F:42])[N:24]=1)([CH3:22])([CH3:20])[CH3:21]. The catalyst class is: 5. (6) Reactant: CN(C)C=O.[Br:6][C:7]1[CH:12]=[CH:11][C:10]([OH:13])=[CH:9][CH:8]=1.C(=O)([O-])[O-].[K+].[K+].Br[CH2:21][CH2:22][CH2:23][C:24]([F:27])([F:26])[F:25]. Product: [Br:6][C:7]1[CH:12]=[CH:11][C:10]([O:13][CH2:21][CH2:22][CH2:23][C:24]([F:27])([F:26])[F:25])=[CH:9][CH:8]=1. The catalyst class is: 13. (7) Reactant: [Cl:1][C:2]1[C:8]([N:9]2[CH2:14][CH2:13][CH:12]([C:15]([F:18])([F:17])[F:16])[CH2:11][CH2:10]2)=[CH:7][C:5]([NH2:6])=[C:4]([N+:19]([O-])=O)[CH:3]=1.C1COCC1. Product: [Cl:1][C:2]1[C:8]([N:9]2[CH2:14][CH2:13][CH:12]([C:15]([F:16])([F:17])[F:18])[CH2:11][CH2:10]2)=[CH:7][C:5]([NH2:6])=[C:4]([NH2:19])[CH:3]=1. The catalyst class is: 5. (8) Reactant: [O:1]1[CH:5]=[CH:4][CH:3]=[C:2]1[C:6](Cl)=[O:7].[CH3:9][N:10]1[C:19]2[C:14](=[CH:15][C:16]([CH3:20])=[CH:17][CH:18]=2)[C:13]([N:21]2[CH2:26][CH2:25][NH:24][CH2:23][CH2:22]2)=[C:12]([C:27]#[N:28])[C:11]1=[O:29]. Product: [O:1]1[CH:5]=[CH:4][CH:3]=[C:2]1[C:6]([N:24]1[CH2:25][CH2:26][N:21]([C:13]2[C:14]3[C:19](=[CH:18][CH:17]=[C:16]([CH3:20])[CH:15]=3)[N:10]([CH3:9])[C:11](=[O:29])[C:12]=2[C:27]#[N:28])[CH2:22][CH2:23]1)=[O:7]. The catalyst class is: 17.